This data is from Catalyst prediction with 721,799 reactions and 888 catalyst types from USPTO. The task is: Predict which catalyst facilitates the given reaction. Product: [CH3:35][C:18]1[N:17]=[C:16]([NH2:36])[N:15]=[C:14]([NH:42][CH2:37][CH2:38][CH2:39][CH2:40][CH3:41])[C:19]=1[CH2:20][C:21]1[CH:22]=[CH:23][C:24]([CH2:27][O:28][CH:29]2[CH2:34][CH2:33][CH2:32][CH2:31][O:30]2)=[CH:25][CH:26]=1. The catalyst class is: 51. Reactant: CC1C=C(C)C=C(C)C=1S(O[C:14]1[C:19]([CH2:20][C:21]2[CH:26]=[CH:25][C:24]([CH2:27][O:28][CH:29]3[CH2:34][CH2:33][CH2:32][CH2:31][O:30]3)=[CH:23][CH:22]=2)=[C:18]([CH3:35])[N:17]=[C:16]([NH2:36])[N:15]=1)(=O)=O.[CH2:37]([NH2:42])[CH2:38][CH2:39][CH2:40][CH3:41].